This data is from Forward reaction prediction with 1.9M reactions from USPTO patents (1976-2016). The task is: Predict the product of the given reaction. (1) The product is: [O:22]=[S:18]1(=[O:21])[CH2:19][CH2:20][CH:15]([C:12]2[CH:13]=[CH:14][C:9]([N:5]3[CH2:4][C@H:3]([CH2:2][NH:1][C:24]([O:25][CH2:26][O:27][C:28](=[O:31])[CH2:29][CH3:30])=[O:32])[O:7][C:6]3=[O:8])=[CH:10][C:11]=2[F:23])[CH2:16][CH2:17]1. Given the reactants [NH2:1][CH2:2][C@@H:3]1[O:7][C:6](=[O:8])[N:5]([C:9]2[CH:14]=[CH:13][C:12]([CH:15]3[CH2:20][CH2:19][S:18](=[O:22])(=[O:21])[CH2:17][CH2:16]3)=[C:11]([F:23])[CH:10]=2)[CH2:4]1.[C:24](Cl)(=[O:32])[O:25][CH2:26][O:27][C:28](=[O:31])[CH2:29][CH3:30], predict the reaction product. (2) Given the reactants OP([O-])([O-])=O.[K+].[K+].OP([O-])(O)=O.[K+].[OH-].[K+].[Na+].[Na+].P(OC[C@@H](O)[C@@H](O)[C@H](O)[C@@H](O)C=O)([O-])([O-])=O.[Na+].P(OC[C@H]1O[C@@H](N2C3N=CN=C(N)C=3N=C2)[C@H](O)[C@@H]1O)(OP([O-])([O-])=O)(=O)[O-].[Na+].[Na+].C.[NH2:65][C@H:66]([C:72]([O-:74])=[O:73])[CH2:67][CH2:68][C:69]([O-:71])=[O:70], predict the reaction product. The product is: [NH2:65][C@H:66]([C:72]([OH:74])=[O:73])[CH2:67][CH2:68][C:69]([OH:71])=[O:70]. (3) Given the reactants S(Cl)(Cl)=O.[CH2:5]([O:8][CH2:9][C:10]([OH:12])=O)[CH:6]=[CH2:7].Cl.[CH3:14][NH:15][O:16][CH3:17].CN1CCOCC1, predict the reaction product. The product is: [CH2:5]([O:8][CH2:9][C:10]([N:15]([O:16][CH3:17])[CH3:14])=[O:12])[CH:6]=[CH2:7]. (4) Given the reactants [Cl:1][C:2]1[CH:3]=[C:4]([N:11]([CH2:18][C:19]2[CH:24]=[CH:23][C:22]([O:25][CH3:26])=[CH:21][CH:20]=2)[C:12]2[CH:17]=[CH:16][CH:15]=[CH:14][CH:13]=2)[C:5]2[N:6]([CH:8]=[CH:9][N:10]=2)[N:7]=1.C1C(=O)N([I:34])C(=O)C1, predict the reaction product. The product is: [Cl:1][C:2]1[CH:3]=[C:4]([N:11]([CH2:18][C:19]2[CH:20]=[CH:21][C:22]([O:25][CH3:26])=[CH:23][CH:24]=2)[C:12]2[CH:17]=[CH:16][CH:15]=[CH:14][CH:13]=2)[C:5]2[N:6]([C:8]([I:34])=[CH:9][N:10]=2)[N:7]=1. (5) Given the reactants F[C:2]1[CH:7]=[CH:6][CH:5]=[CH:4][C:3]=1[C:8](=[O:10])[CH3:9].[OH:11][C:12]1[CH:21]=[CH:20][C:15]([C:16]([O:18][CH3:19])=[O:17])=[CH:14][C:13]=1[O:22][CH3:23].C(=O)([O-])[O-].[K+].[K+].O, predict the reaction product. The product is: [C:8]([C:3]1[CH:4]=[CH:5][CH:6]=[CH:7][C:2]=1[O:11][C:12]1[CH:21]=[CH:20][C:15]([C:16]([O:18][CH3:19])=[O:17])=[CH:14][C:13]=1[O:22][CH3:23])(=[O:10])[CH3:9]. (6) Given the reactants [NH:1]1[CH:5]=[C:4]([C:6]2[CH:11]=[C:10]([C:12]#[N:13])[CH:9]=[CH:8][N:7]=2)[N:3]=[CH:2]1.Br[CH2:15][C:16]1[CH:21]=[CH:20][CH:19]=[CH:18][C:17]=1[O:22][CH2:23][CH:24]([CH3:26])[CH3:25], predict the reaction product. The product is: [CH3:25][CH:24]([CH3:26])[CH2:23][O:22][C:17]1[CH:18]=[CH:19][CH:20]=[CH:21][C:16]=1[CH2:15][N:1]1[CH:5]=[C:4]([C:6]2[CH:11]=[C:10]([C:12]#[N:13])[CH:9]=[CH:8][N:7]=2)[N:3]=[CH:2]1. (7) Given the reactants [OH:1][C:2]1([CH3:16])[CH2:7][CH2:6][CH2:5][CH:4]([NH:8][C:9](=[O:15])[O:10][C:11]([CH3:14])([CH3:13])[CH3:12])[CH2:3]1.O=[C:18]1CCCC(NC(=O)OC(C)(C)C)C1.IC, predict the reaction product. The product is: [CH3:18][O:1][C:2]1([CH3:16])[CH2:7][CH2:6][CH2:5][CH:4]([NH:8][C:9](=[O:15])[O:10][C:11]([CH3:12])([CH3:14])[CH3:13])[CH2:3]1.